This data is from Catalyst prediction with 721,799 reactions and 888 catalyst types from USPTO. The task is: Predict which catalyst facilitates the given reaction. The catalyst class is: 12. Reactant: [Cl:1][C:2]1[CH:3]=[C:4]([C:9]2[N:10]=[N:11][CH:12]=[C:13]([CH2:15][O:16]COC)[CH:14]=2)[CH:5]=[CH:6][C:7]=1[F:8].Cl.O.C(OCC)(=O)C. Product: [Cl:1][C:2]1[CH:3]=[C:4]([C:9]2[N:10]=[N:11][CH:12]=[C:13]([CH2:15][OH:16])[CH:14]=2)[CH:5]=[CH:6][C:7]=1[F:8].